From a dataset of Full USPTO retrosynthesis dataset with 1.9M reactions from patents (1976-2016). Predict the reactants needed to synthesize the given product. (1) Given the product [Cl:1][C:2]1[CH:3]=[C:4]([C@H:9]([CH2:10][CH2:11][N:12]2[CH2:13][CH2:14][CH:15]([N:18]3[CH2:23][CH2:22][CH2:21][CH2:20][C:19]3=[O:24])[CH2:16][CH2:17]2)[CH2:25][N:26]([CH3:27])[C:31](=[O:32])[C:30]2[CH:34]=[CH:35][CH:36]=[CH:37][C:29]=2[F:28])[CH:5]=[CH:6][C:7]=1[Cl:8], predict the reactants needed to synthesize it. The reactants are: [Cl:1][C:2]1[CH:3]=[C:4]([C@@H:9]([CH2:25][NH:26][CH3:27])[CH2:10][CH2:11][N:12]2[CH2:17][CH2:16][CH:15]([N:18]3[CH2:23][CH2:22][CH2:21][CH2:20][C:19]3=[O:24])[CH2:14][CH2:13]2)[CH:5]=[CH:6][C:7]=1[Cl:8].[F:28][C:29]1[CH:37]=[CH:36][CH:35]=[CH:34][C:30]=1[C:31](Cl)=[O:32]. (2) Given the product [CH3:22][C:7]1[CH:8]=[C:9]([S:12][CH2:13][CH2:14][C@H:15]([O:17][C:32]2[CH:33]=[CH:34][C:35]([C:37]([F:40])([F:39])[F:38])=[CH:36][C:31]=2[O:24][C:25]2[CH:26]=[CH:27][CH:28]=[CH:29][CH:30]=2)[CH3:16])[CH:10]=[CH:11][C:6]=1[CH2:5][CH2:4][C:3]([OH:2])=[O:23], predict the reactants needed to synthesize it. The reactants are: C[O:2][C:3](=[O:23])[CH2:4][CH2:5][C:6]1[CH:11]=[CH:10][C:9]([S:12][CH2:13][CH2:14][C@@H:15]([O:17]S(C)(=O)=O)[CH3:16])=[CH:8][C:7]=1[CH3:22].[O:24]([C:31]1[CH:36]=[C:35]([C:37]([F:40])([F:39])[F:38])[CH:34]=[CH:33][C:32]=1O)[C:25]1[CH:30]=[CH:29][CH:28]=[CH:27][CH:26]=1.C(=O)([O-])[O-].[Cs+].[Cs+].[OH-].[Na+]. (3) The reactants are: CO[C:3]1O[C:5](OC)=[CH:6][CH:7]=1.[CH3:10][O:11][C:12]([C:14]1[N:15]=[N:16][N:17]([CH2:20][C:21]2[CH:26]=[C:25]([C:27]([F:30])([F:29])[F:28])[CH:24]=[C:23]([C:31]([F:34])([F:33])[F:32])[CH:22]=2)[C:18]=1[NH2:19])=[O:13]. Given the product [CH3:10][O:11][C:12]([C:14]1[N:15]=[N:16][N:17]([CH2:20][C:21]2[CH:22]=[C:23]([C:31]([F:34])([F:32])[F:33])[CH:24]=[C:25]([C:27]([F:29])([F:28])[F:30])[CH:26]=2)[C:18]=1[N:19]1[CH:3]=[CH:7][CH:6]=[CH:5]1)=[O:13], predict the reactants needed to synthesize it.